Task: Predict the reaction yield, written as a fraction of the theoretical maximum amount of product (1.0 means a 100% yield; for example, 0.34 means a 34% yield).. Dataset: Reaction yield outcomes from USPTO patents with 853,638 reactions (1) The reactants are Cl[CH2:2][CH2:3][CH2:4][N:5]1[C:10]2[CH:11]=[C:12]([O:15][CH3:16])[CH:13]=[CH:14][C:9]=2[O:8][CH2:7][C:6]1=[O:17].C([O-])([O-])=O.[K+].[K+].[Na+].[I-].[CH2:26]([CH:30]1[CH2:35][CH2:34][NH:33][CH2:32][CH2:31]1)[CH2:27][CH2:28][CH3:29]. The catalyst is CCCCCCC.CCOC(C)=O. The product is [CH2:26]([CH:30]1[CH2:35][CH2:34][N:33]([CH2:2][CH2:3][CH2:4][N:5]2[C:10]3[CH:11]=[C:12]([O:15][CH3:16])[CH:13]=[CH:14][C:9]=3[O:8][CH2:7][C:6]2=[O:17])[CH2:32][CH2:31]1)[CH2:27][CH2:28][CH3:29]. The yield is 0.850. (2) The reactants are Br[C:2]1[CH:28]=[CH:27][CH:26]=[CH:25][C:3]=1[CH2:4][N:5]1[C:10](=[O:11])[C:9]2([CH2:16][CH2:15][N:14]([C:17]3[N:22]=[C:21]([CH3:23])[CH:20]=[C:19]([CH3:24])[N:18]=3)[CH2:13][CH2:12]2)[O:8][CH2:7][CH2:6]1.C([Sn](CCCC)(CCCC)[C:34]1[O:35][CH:36]=[CH:37][CH:38]=1)CCC. The catalyst is O1CCOCC1. The product is [CH3:24][C:19]1[CH:20]=[C:21]([CH3:23])[N:22]=[C:17]([N:14]2[CH2:15][CH2:16][C:9]3([O:8][CH2:7][CH2:6][N:5]([CH2:4][C:3]4[CH:25]=[CH:26][CH:27]=[CH:28][C:2]=4[C:34]4[O:35][CH:36]=[CH:37][CH:38]=4)[C:10]3=[O:11])[CH2:12][CH2:13]2)[N:18]=1. The yield is 0.980. (3) The reactants are [F:1][C:2]1[CH:7]=[CH:6][C:5]([C:8]2[C:12]3[C:13](=[O:17])[NH:14][CH2:15][CH2:16][C:11]=3[NH:10][C:9]=2[CH:18]=O)=[CH:4][CH:3]=1.[Cl:20][C:21]1[CH:22]=[C:23]([NH:28][C:29]2[C:30]3[CH2:37][C:36](=[O:38])[NH:35][C:31]=3[N:32]=[CH:33][N:34]=2)[CH:24]=[CH:25][C:26]=1[F:27]. No catalyst specified. The product is [Cl:20][C:21]1[CH:22]=[C:23]([NH:28][C:29]2[C:30]3[C:37](=[CH:18][C:9]4[NH:10][C:11]5[CH2:16][CH2:15][NH:14][C:13](=[O:17])[C:12]=5[C:8]=4[C:5]4[CH:4]=[CH:3][C:2]([F:1])=[CH:7][CH:6]=4)[C:36](=[O:38])[NH:35][C:31]=3[N:32]=[CH:33][N:34]=2)[CH:24]=[CH:25][C:26]=1[F:27]. The yield is 0.774. (4) The reactants are B.CSC.[NH:5]1[CH2:10][CH2:9][S:8][CH2:7][C:6]1=O.[C:23]([O:22][C:20](O[C:20]([O:22][C:23]([CH3:26])([CH3:25])[CH3:24])=[O:21])=[O:21])([CH3:26])([CH3:25])[CH3:24].[Li+].[OH-:28].[CH2:29]1[CH2:33][O:32]CC1. The catalyst is O1CCOCC1.O.C(O)C. The product is [C:20]([N:5]1[CH2:10][CH2:9][S:8][CH:7]([CH2:29][C:33]([OH:28])=[O:32])[CH2:6]1)([O:22][C:23]([CH3:24])([CH3:25])[CH3:26])=[O:21]. The yield is 0.810. (5) The reactants are [F:1][C:2]1[C:7](B(O)O)=[CH:6][C:5]([CH2:11][N:12]2[CH2:17][CH2:16][O:15][CH2:14][CH2:13]2)=[CH:4][N:3]=1.Cl[C:19]1[N:24]=[C:23]([CH3:25])[N:22]=[C:21]([NH2:26])[N:20]=1.C([O-])(=O)C.[K+]. The catalyst is CCO.O. The product is [F:1][C:2]1[C:7]([C:19]2[N:24]=[C:23]([CH3:25])[N:22]=[C:21]([NH2:26])[N:20]=2)=[CH:6][C:5]([CH2:11][N:12]2[CH2:17][CH2:16][O:15][CH2:14][CH2:13]2)=[CH:4][N:3]=1. The yield is 0.260. (6) The reactants are C(OC([N:8]1[CH2:11][C:10]([C:13]2[N:14]([CH3:39])[C:15]3[C:20]([N:21]=2)=[C:19]([N:22]2[CH2:27][CH2:26][O:25][CH2:24][CH2:23]2)[N:18]=[C:17]([N:28]2[C:32]4[CH:33]=[CH:34][CH:35]=[CH:36][C:31]=4[N:30]=[C:29]2[CH2:37][CH3:38])[N:16]=3)([OH:12])[CH2:9]1)=O)(C)(C)C.C(O)(C(F)(F)F)=O. The catalyst is C(Cl)Cl. The product is [CH2:37]([C:29]1[N:28]([C:17]2[N:16]=[C:15]3[C:20]([N:21]=[C:13]([C:10]4([OH:12])[CH2:11][NH:8][CH2:9]4)[N:14]3[CH3:39])=[C:19]([N:22]3[CH2:27][CH2:26][O:25][CH2:24][CH2:23]3)[N:18]=2)[C:32]2[CH:33]=[CH:34][CH:35]=[CH:36][C:31]=2[N:30]=1)[CH3:38]. The yield is 0.890. (7) The reactants are [F:1][C:2]([F:13])([CH:6]1[CH2:11][CH2:10][CH:9]([F:12])[CH2:8][CH2:7]1)[C:3]([OH:5])=O.P(Cl)(Cl)(Cl)=O.Cl.[NH2:20][CH2:21][C:22]1[CH:23]=[C:24]2[C:28](=[CH:29][CH:30]=1)[C:27](=[O:31])[N:26]([CH:32]1[CH2:37][CH2:36][C:35](=[O:38])[NH:34][C:33]1=[O:39])[CH2:25]2.C(=O)(O)[O-].[Na+]. The yield is 0.0700. The product is [O:39]=[C:33]1[CH:32]([N:26]2[CH2:25][C:24]3[C:28](=[CH:29][CH:30]=[C:22]([CH2:21][NH:20][C:3](=[O:5])[C:2]([F:1])([F:13])[CH:6]4[CH2:11][CH2:10][CH:9]([F:12])[CH2:8][CH2:7]4)[CH:23]=3)[C:27]2=[O:31])[CH2:37][CH2:36][C:35](=[O:38])[NH:34]1. The catalyst is N1C=CC=CC=1. (8) The reactants are [CH2:1]1[C:10]2[C:5](=[CH:6][CH:7]=[CH:8][CH:9]=2)[CH2:4][C@@H:3]([C:11]([OH:13])=[O:12])[NH:2]1.O=S(Cl)[Cl:16].[CH3:18]O. No catalyst specified. The product is [ClH:16].[CH2:1]1[C:10]2[C:5](=[CH:6][CH:7]=[CH:8][CH:9]=2)[CH2:4][C@H:3]([C:11]([O:13][CH3:18])=[O:12])[NH:2]1. The yield is 0.710.